Task: Predict the reaction yield, written as a fraction of the theoretical maximum amount of product (1.0 means a 100% yield; for example, 0.34 means a 34% yield).. Dataset: Reaction yield outcomes from USPTO patents with 853,638 reactions The reactants are [CH2:1]([N:8]1[C:13](=[O:14])[C:12]2[C:15]([CH3:18])=[N:16][O:17][C:11]=2[N:10]=[C:9]1[CH2:19][CH:20]([CH3:22])[CH3:21])[C:2]1[CH:7]=[CH:6][CH:5]=[CH:4][CH:3]=1.C([O-])(=O)C.[Na+].[Br:28]Br.C(=O)([O-])[O-].[K+].[K+]. The catalyst is C(O)(=O)C.O. The product is [CH2:1]([N:8]1[C:13](=[O:14])[C:12]2[C:15]([CH3:18])=[N:16][O:17][C:11]=2[N:10]=[C:9]1[CH:19]([Br:28])[CH:20]([CH3:22])[CH3:21])[C:2]1[CH:3]=[CH:4][CH:5]=[CH:6][CH:7]=1. The yield is 0.600.